This data is from Experimentally validated miRNA-target interactions with 360,000+ pairs, plus equal number of negative samples. The task is: Binary Classification. Given a miRNA mature sequence and a target amino acid sequence, predict their likelihood of interaction. (1) The protein sequence of the target gene is MERAVEPWGPDLHRPEEREPQRGARTGLGSENVISQPNEFEHTPQEDDLGFKEEDLAPDHEVGNASLKPEGIQNWDDLWVQREGLGKPQPRDRGPRLLGEPRWGQASSDRAAVCGECGKSFRQMSDLVKHQRTHTGEKPYKCGVCGKGFGDSSARIKHQRTHSGEKPYRARPPAQGPPKIPRSRIPAGERPTICGECGKSFRQSSDLVKHQRTHTGEKPYKCGICGKGFGDSSARIKHQRTHRGEQPPRPVVPRRQPSRAATAATQGPKAQDKPYICTDCGKRFVLSCSLLSHQRSHLGP.... Result: 1 (interaction). The miRNA is hsa-miR-6506-5p with sequence ACUGGGAUGUCACUGAAUAUGGU. (2) The miRNA is hsa-miR-4496 with sequence GAGGAAACUGAAGCUGAGAGGG. The protein sequence of the target gene is MNMTQARLLVAAVVGLVAILLYASIHKIEEGHLAVYYRGGALLTSPSGPGYHIMLPFITTFRSVQTTLQTDEVKNVPCGTSGGVMIYIDRIEVVNMLAPYAVFDIVRNYTADYDKTLIFNKIHHELNQFCSAHTLQEVYIELFDQIDENLKQALQKDLNTMAPGLTIQAVRVTKPKIPEAIRRNFELMEAEKTKLLIAAQKQKVVEKEAETERKRAVIEAEKIAQVAKIRFQQKVMEKETEKRISEIEDAAFLAREKAKADAEYYAAHKYATSNKHKLTPEYLELKKYQAIASNSKIYFG.... Result: 0 (no interaction). (3) The miRNA is mmu-miR-181d-5p with sequence AACAUUCAUUGUUGUCGGUGGGU. The protein sequence of the target gene is MDAALKRSRSEEPAEILPPARDEEEEEEEGMEQGLEEEEEVDPRIQGELEKLNQSTDDINRRETELEDARQKFRSVLVEATVKLDELVKKIGKAVEDSKPYWEARRVARQAQLEAQKATQDFQRATEVLRAAKETISLAEQRLLEDDKRQFDSAWQEMLNHATQRVMEAEQTKTRSELVHKETAARYNAAMGRMRQLEKKLKRAINKSKPYFELKAKYYVQLEQLKKTVDDLQAKLTLAKGEYKMALKNLEMISDEIHERRRSSAMGPRGCGVGAEGSSTSVEDLPGSKPEPDAISVASE.... Result: 0 (no interaction). (4) Result: 1 (interaction). The miRNA is mmu-miR-3089-5p with sequence UGAGUUCAGGGACAGCGUGUCU. The protein sequence of the target gene is MGEIKVSPDYNWFRSTVPLKKIIVDDDDSKIWSLYDAGPRSIRCPLIFLPPVSGTADVFFQQILALTGWGYRVIALQYPVYWDHLEFCDGFRKLLDHLQLDKVHLFGASLGGFLAQKFAEYTHKSPRVHSLILCNAFSDTSIFNQTWTANSFWLMPAFMLKKIVLGNFSSGPVDPMMADAIDFMVDRLESLGQSELASRLTLNCQNSYVEPHKIRDIPVTIMDVFDQSALSTEAKEEMYKLYPNARRAHLKTGGNFPYLCRSAEVNLYVQIHLLQFHGTKYAAIDPSVVSAEELEVQKGR.... (5) The miRNA is rno-miR-200c-5p with sequence CGUCUUACCCAGCAGUGUUUG. The protein sequence of the target gene is MGNPENIEDAYVAVIRPKNTASLNSREYRAKSYEILLHEVPIEGQKKKRKKVLLETKLQGNSEITQGILDYVVETTKPISPANQGIRGKRVVLMKKFPLDGEKMGREASLFIVPSVVKDNTKYTYTPGCPIFYCLQDIMRVCSESSTHFATLTARMLIALDKWLDERHAQSHFIPALFRPSPLERIKTNVINPAYATESGQTENSLHMGYSALEIKSKMLALEKADTCIYNPLFGSDLQYTNRVDKVVINPYFGLGAPDYSKIQIPKQEKWQRSMSSVTEDKERQWVDDFPLHRSACEGD.... Result: 0 (no interaction). (6) The miRNA is hsa-miR-624-5p with sequence UAGUACCAGUACCUUGUGUUCA. The protein sequence of the target gene is MAALMSEISPGANSAPLPGHPNKVICERVRLQSLFPLLPSDQNTTIQEDAHFKAFFQSEDSPSPKRQRLSHSVFDYTSASPAPSPPMRPWEMTSNRQPPSVRPNQHHFSGERCNTPARNRRSPPVRRQRGRRERLSRHNSISQDENYHHLPYAQQQAIEEPRAFHPPNVSPRLLHPAAHPPQQNAVMVDIHDQLHQGTVPVSYTVTTVAPHGLPLCTGQHIPACSTQQVPGCSVVFSGQHLPVCSVPPPMLQACSVQHLPVPYAAFPPLISSDPFLIHPPHLSPHHPPHLPPPGQFVPFQ.... Result: 0 (no interaction).